Dataset: Catalyst prediction with 721,799 reactions and 888 catalyst types from USPTO. Task: Predict which catalyst facilitates the given reaction. (1) Reactant: [F:1][C:2]([CH3:37])([CH3:36])[CH2:3][N:4]1[CH2:9][CH2:8][CH:7]([CH2:10][O:11][C:12]2[CH:17]=[CH:16][C:15]([C:18]3[C:19]([C:24]([N:26]4[CH2:30][C@H:29]([OH:31])[CH2:28][C@H:27]4[C:32]([O:34]C)=[O:33])=[O:25])=[CH:20][CH:21]=[CH:22][CH:23]=3)=[CH:14][CH:13]=2)[CH2:6][CH2:5]1.O[Li].O. Product: [F:1][C:2]([CH3:37])([CH3:36])[CH2:3][N:4]1[CH2:9][CH2:8][CH:7]([CH2:10][O:11][C:12]2[CH:13]=[CH:14][C:15]([C:18]3[C:19]([C:24]([N:26]4[CH2:30][C@H:29]([OH:31])[CH2:28][C@H:27]4[C:32]([OH:34])=[O:33])=[O:25])=[CH:20][CH:21]=[CH:22][CH:23]=3)=[CH:16][CH:17]=2)[CH2:6][CH2:5]1. The catalyst class is: 1. (2) Reactant: [C:1]([O:12][CH3:13])(=[O:11])[C:2]1[CH:10]=[CH:9][C:5]([C:6]([O-:8])=O)=[CH:4][CH:3]=1.C(Cl)CCl.C1C=CC2N(O)N=NC=2C=1.CCN(C(C)C)C(C)C.O[NH:38][C:39](=[NH:46])[C:40]1[CH:45]=[CH:44][CH:43]=[CH:42][CH:41]=1. Product: [C:40]1([C:39]2[N:46]=[C:6]([C:5]3[CH:4]=[CH:3][C:2]([C:1]([O:12][CH3:13])=[O:11])=[CH:10][CH:9]=3)[O:8][N:38]=2)[CH:45]=[CH:44][CH:43]=[CH:42][CH:41]=1. The catalyst class is: 47. (3) Reactant: [H-].[Na+].[CH3:3][CH:4]1[C:8]([CH3:10])([CH3:9])[C:7]2[C:11]([CH2:13][CH2:14][CH2:15][C:6]=2[C:5]1([CH3:17])[CH3:16])=[O:12].[CH:18](OCC)=[O:19]. Product: [CH3:17][C:5]1([CH3:16])[C:6]2[CH2:15][CH2:14][CH:13]([CH:18]=[O:19])[C:11](=[O:12])[C:7]=2[C:8]([CH3:9])([CH3:10])[CH:4]1[CH3:3]. The catalyst class is: 216. (4) Reactant: BrN1[C:6](=O)[CH2:5][CH2:4][C:3]1=[O:8].C(OOC(=O)C1C=CC=CC=1)(=O)C1C=CC=CC=1.[CH3:27][O:28][C:29](=[O:38])[C:30]1[CH:35]=C(C)C=C[C:31]=1[F:37]. Product: [CH3:27][O:28][C:29](=[O:38])[C:30]1[CH:35]=[C:4]([CH:3]=[O:8])[CH:5]=[CH:6][C:31]=1[F:37]. The catalyst class is: 53. (5) Reactant: [N:1]1([C:6]2[CH:18]=[CH:17][C:16]3[C:15]4[C:10](=[CH:11][CH:12]=[CH:13][CH:14]=4)[N:9]([C:19]4[CH:31]=[CH:30][C:29]5[C:28]6[C:23](=[CH:24][CH:25]=[CH:26][CH:27]=6)[NH:22][C:21]=5[CH:20]=4)[C:8]=3[CH:7]=2)[CH:5]=[CH:4][CH:3]=[N:2]1.CC(P(C(C)(C)C)[C:37]1[C:42]([C:43]2[CH:48]=CC=CC=2)=[CH:41]C=C[CH:38]=1)(C)C.CC([O-])(C)C.[Na+].BrC(CCC)CC1C=CC=C[N:63]=1. Product: [CH3:41][C:42]1[CH:43]=[CH:48][N:63]=[C:38]([N:22]2[C:21]3[CH:20]=[C:19]([N:9]4[C:8]5[CH:7]=[C:6]([N:1]6[CH:5]=[CH:4][CH:3]=[N:2]6)[CH:18]=[CH:17][C:16]=5[C:15]5[C:10]4=[CH:11][CH:12]=[CH:13][CH:14]=5)[CH:31]=[CH:30][C:29]=3[C:28]3[C:23]2=[CH:24][CH:25]=[CH:26][CH:27]=3)[CH:37]=1. The catalyst class is: 187. (6) Reactant: C1(P(C2C=CC=CC=2)(C2C=CC=CC=2)=[CH:8][C:9]([O:11][C:12]([CH3:15])([CH3:14])[CH3:13])=[O:10])C=CC=CC=1.[CH:28]1[C:37]2[C:32](=[CH:33][CH:34]=[CH:35][CH:36]=2)[CH:31]=[CH:30][C:29]=1[CH:38]=O. Product: [CH:28]1[C:37]2[C:32](=[CH:33][CH:34]=[CH:35][CH:36]=2)[CH:31]=[CH:30][C:29]=1[CH:38]=[CH:8][C:9]([O:11][C:12]([CH3:15])([CH3:14])[CH3:13])=[O:10]. The catalyst class is: 11. (7) Reactant: C([N:8]1[CH2:12][C@@H:11]2[C@@H:13]([NH:16][C:17]([C@@H:19]3[CH2:23][C@@H:22]([F:24])[CH2:21][N:20]3[C:25]([O:27][C:28]([CH3:31])([CH3:30])[CH3:29])=[O:26])=[O:18])[CH2:14][CH2:15][C@@H:10]2[CH2:9]1)C1C=CC=CC=1.[H][H]. Product: [F:24][C@H:22]1[CH2:21][N:20]([C:25]([O:27][C:28]([CH3:30])([CH3:31])[CH3:29])=[O:26])[C@H:19]([C:17](=[O:18])[NH:16][C@@H:13]2[C@@H:11]3[C@@H:10]([CH2:9][NH:8][CH2:12]3)[CH2:15][CH2:14]2)[CH2:23]1. The catalyst class is: 8. (8) Reactant: [OH:1][CH2:2][CH:3]1[CH2:8][CH2:7][NH:6][CH2:5][CH2:4]1.C(=O)([O-])[O-].[K+].[K+].Cl[C:16]([O:18][CH3:19])=[O:17].Cl. Product: [CH3:19][O:18][C:16]([N:6]1[CH2:7][CH2:8][CH:3]([CH2:2][OH:1])[CH2:4][CH2:5]1)=[O:17]. The catalyst class is: 6. (9) Reactant: C(O[BH-](OC(=O)C)OC(=O)C)(=O)C.[Na+].[NH2:15][CH:16]1[C:24]2[C:19](=[CH:20][C:21]([CH2:25][C:26]3[CH:27]=[C:28]([CH2:36][OH:37])[CH:29]=[C:30]([C:32]([F:35])([F:34])[F:33])[CH:31]=3)=[CH:22][CH:23]=2)[CH2:18][CH2:17]1.[F:38][C:39]([F:49])([F:48])[C:40]1[C:41]([CH:46]=O)=[N:42][CH:43]=[CH:44][CH:45]=1.C([O-])(O)=O.[Na+]. Product: [F:35][C:32]([F:33])([F:34])[C:30]1[CH:29]=[C:28]([CH2:36][OH:37])[CH:27]=[C:26]([CH2:25][C:21]2[CH:20]=[C:19]3[C:24](=[CH:23][CH:22]=2)[CH:16]([NH:15][CH2:46][C:41]2[C:40]([C:39]([F:48])([F:38])[F:49])=[CH:45][CH:44]=[CH:43][N:42]=2)[CH2:17][CH2:18]3)[CH:31]=1. The catalyst class is: 2. (10) Product: [Cl:23][C:24]1[CH:25]=[C:26]([CH:29]=[CH:30][C:31]=1[N:20]1[C:21]2[CH2:9][CH2:10][CH2:11][C:12](=[O:22])[C:13]=2[C:14]2[C:19]1=[CH:18][CH:17]=[CH:16][CH:15]=2)[C:27]#[N:28]. Reactant: [H-].[Na+].CCCCCC.[CH2:9]1[C:21]2[NH:20][C:19]3[C:14](=[CH:15][CH:16]=[CH:17][CH:18]=3)[C:13]=2[C:12](=[O:22])[CH2:11][CH2:10]1.[Cl:23][C:24]1[CH:25]=[C:26]([CH:29]=[CH:30][C:31]=1F)[C:27]#[N:28]. The catalyst class is: 35.